From a dataset of Forward reaction prediction with 1.9M reactions from USPTO patents (1976-2016). Predict the product of the given reaction. (1) Given the reactants [CH3:1][N:2]1[C:6]([NH:7][C:8](=[O:15])OCC(Cl)(Cl)Cl)=[CH:5][CH:4]=[N:3]1.[F:16][C:17]1[CH:22]=[C:21]([F:23])[CH:20]=[CH:19][C:18]=1[C:24]1[CH:29]=[CH:28][CH:27]=[C:26]([N:30]2[CH2:35][CH2:34][NH:33][CH2:32][CH2:31]2)[CH:25]=1, predict the reaction product. The product is: [F:16][C:17]1[CH:22]=[C:21]([F:23])[CH:20]=[CH:19][C:18]=1[C:24]1[CH:29]=[CH:28][CH:27]=[C:26]([N:30]2[CH2:31][CH2:32][N:33]([C:8]([NH:7][C:6]3[N:2]([CH3:1])[N:3]=[CH:4][CH:5]=3)=[O:15])[CH2:34][CH2:35]2)[CH:25]=1. (2) Given the reactants Br[C:2]1[N:7]=[C:6]([NH2:8])[CH:5]=[N:4][CH:3]=1.[F:9][C:10]1[CH:15]=[CH:14][CH:13]=[CH:12][C:11]=1B(O)O.C([O-])([O-])=O.[Na+].[Na+].C1(C)C=CC=CC=1, predict the reaction product. The product is: [F:9][C:10]1[CH:15]=[CH:14][CH:13]=[CH:12][C:11]=1[C:2]1[N:7]=[C:6]([NH2:8])[CH:5]=[N:4][CH:3]=1.